From a dataset of Reaction yield outcomes from USPTO patents with 853,638 reactions. Predict the reaction yield, written as a fraction of the theoretical maximum amount of product (1.0 means a 100% yield; for example, 0.34 means a 34% yield). The reactants are [C@@H:1]1([N:9]2[CH2:14][NH:13][C:12]([NH2:15])=[N:11][C:10]2=[O:16])[O:6][C@H:5]([CH2:7][OH:8])[C@@H:3]([OH:4])[CH2:2]1.[C:17](O)(=[O:33])[CH2:18][CH2:19][CH2:20][CH2:21][CH2:22][CH2:23][CH2:24][CH2:25][CH2:26][CH2:27][CH2:28][CH2:29][CH2:30][CH2:31][CH3:32]. The catalyst is CO. The product is [C:17]([O:8][CH2:7][C@H:5]1[O:6][C@@H:1]([N:9]2[CH2:14][NH:13][C:12]([NH2:15])=[N:11][C:10]2=[O:16])[CH2:2][C@@H:3]1[OH:4])(=[O:33])[CH2:18][CH2:19][CH2:20][CH2:21][CH2:22][CH2:23][CH2:24][CH2:25][CH2:26][CH2:27][CH2:28][CH2:29][CH2:30][CH2:31][CH3:32]. The yield is 1.00.